This data is from Full USPTO retrosynthesis dataset with 1.9M reactions from patents (1976-2016). The task is: Predict the reactants needed to synthesize the given product. (1) Given the product [CH2:7]([N:14]1[CH2:19][CH2:18][CH:17]([O:20][C:22]2[C:27]([CH3:28])=[CH:26][CH:25]=[CH:24][N:23]=2)[CH2:16][CH2:15]1)[C:8]1[CH:9]=[CH:10][CH:11]=[CH:12][CH:13]=1, predict the reactants needed to synthesize it. The reactants are: CC(C)([O-])C.[K+].[CH2:7]([N:14]1[CH2:19][CH2:18][CH:17]([OH:20])[CH2:16][CH2:15]1)[C:8]1[CH:13]=[CH:12][CH:11]=[CH:10][CH:9]=1.F[C:22]1[C:27]([CH3:28])=[CH:26][CH:25]=[CH:24][N:23]=1. (2) Given the product [C:1]([O:9][CH2:10][C@H:11]1[O:15][C:14](=[O:16])[CH2:13][C@@H:12]1[CH:31]1[O:34][CH2:35][CH2:36][O:33]1)(=[O:8])[C:2]1[CH:3]=[CH:4][CH:5]=[CH:6][CH:7]=1, predict the reactants needed to synthesize it. The reactants are: [C:1]([O:9][CH2:10][C@H:11]1[O:15][C:14](=[O:16])[CH:13]=[CH:12]1)(=[O:8])[C:2]1[CH:7]=[CH:6][CH:5]=[CH:4][CH:3]=1.C(C1C=CC=CC=1)(=O)C1C=CC=CC=1.[C:31]([O:34][CH2:35][CH3:36])(=[O:33])C.C(Cl)(Cl)Cl. (3) The reactants are: [CH3:1][C:2]([CH:17]1[CH2:22][CH2:21][N:20](C(OC(C)(C)C)=O)[CH2:19][CH2:18]1)([S:4]([C:7]1[CH:12]=[CH:11][CH:10]=[C:9]([C:13]([F:16])([F:15])[F:14])[CH:8]=1)(=[O:6])=[O:5])[CH3:3].Cl. Given the product [CH3:3][C:2]([CH:17]1[CH2:22][CH2:21][NH:20][CH2:19][CH2:18]1)([S:4]([C:7]1[CH:12]=[CH:11][CH:10]=[C:9]([C:13]([F:15])([F:14])[F:16])[CH:8]=1)(=[O:5])=[O:6])[CH3:1], predict the reactants needed to synthesize it. (4) The reactants are: CS[C:3](=[NH:19])[CH2:4][C:5]1[CH:6]=[CH:7][C:8]2[S:13][C:12]3[N:14]=[CH:15][CH:16]=[N:17][C:11]=3[NH:10][C:9]=2[CH:18]=1.[N:20]#[C:21][NH2:22]. Given the product [C:21]([N:22]=[C:3]([NH2:19])[CH2:4][C:5]1[CH:6]=[CH:7][C:8]2[S:13][C:12]3[N:14]=[CH:15][CH:16]=[N:17][C:11]=3[NH:10][C:9]=2[CH:18]=1)#[N:20], predict the reactants needed to synthesize it. (5) The reactants are: C[CH:2]([N:6]1[C:10]2[CH:11]=[CH:12][C:13]([Cl:15])=[CH:14][C:9]=2[N:8]=[C:7]1[C:16]1[CH:21]=[C:20]([Cl:22])[CH:19]=[CH:18][C:17]=1[Cl:23])[C:3](O)=[O:4].CC(N1C2C=C(Cl)C=CC=2N=C1C1C=C(Cl)C=CC=1Cl)C(O)=O.[CH:47]([C:50]1[CH:51]=[CH:52][C:53]([CH3:57])=[C:54]([CH:56]=1)[NH2:55])([CH3:49])[CH3:48].CN(C(ON1N=NC2C=CC=NC1=2)=[N+](C)C)C.F[P-](F)(F)(F)(F)F. Given the product [Cl:15][C:13]1[CH:12]=[CH:11][C:10]2[N:6]([CH2:2][C:3]([NH:55][C:54]3[CH:56]=[C:50]([CH:47]([CH3:48])[CH3:49])[CH:51]=[CH:52][C:53]=3[CH3:57])=[O:4])[C:7]([C:16]3[CH:21]=[C:20]([Cl:22])[CH:19]=[CH:18][C:17]=3[Cl:23])=[N:8][C:9]=2[CH:14]=1, predict the reactants needed to synthesize it. (6) Given the product [CH3:42][O:41][CH2:40][CH2:39][O:38][C:36](=[O:37])[NH:1][C:2]1[CH:3]=[CH:4][C:5]([C:8]2[NH:12][C:11]([C@H:13]3[N:17]4[C:18](=[O:34])[CH:19]=[C:20]([C:22]5[CH:27]=[C:26]([CH3:28])[CH:25]=[CH:24][C:23]=5[N:29]5[CH:33]=[N:32][N:31]=[N:30]5)[N:21]=[C:16]4[CH2:15][CH2:14]3)=[N:10][CH:9]=2)=[CH:6][N:7]=1, predict the reactants needed to synthesize it. The reactants are: [NH2:1][C:2]1[N:7]=[CH:6][C:5]([C:8]2[NH:12][C:11]([C@H:13]3[N:17]4[C:18](=[O:34])[CH:19]=[C:20]([C:22]5[CH:27]=[C:26]([CH3:28])[CH:25]=[CH:24][C:23]=5[N:29]5[CH:33]=[N:32][N:31]=[N:30]5)[N:21]=[C:16]4[CH2:15][CH2:14]3)=[N:10][CH:9]=2)=[CH:4][CH:3]=1.Cl[C:36]([O:38][CH2:39][CH2:40][O:41][CH3:42])=[O:37]. (7) Given the product [C:1]([C:5]1[N:6]([CH2:11][C@H:12]2[CH2:16][CH2:15][CH2:14][O:13]2)/[C:7](=[N:10]/[C:23](=[O:24])[C:22]2[CH:26]=[C:18]([Cl:17])[CH:19]=[CH:20][C:21]=2[O:27][CH3:28])/[S:8][CH:9]=1)([CH3:4])([CH3:2])[CH3:3], predict the reactants needed to synthesize it. The reactants are: [C:1]([C:5]1[N:6]([CH2:11][C@H:12]2[CH2:16][CH2:15][CH2:14][O:13]2)[C:7](=[NH:10])[S:8][CH:9]=1)([CH3:4])([CH3:3])[CH3:2].[Cl:17][C:18]1[CH:19]=[CH:20][C:21]([O:27][CH3:28])=[C:22]([CH:26]=1)[C:23](O)=[O:24].